The task is: Predict the product of the given reaction.. This data is from Forward reaction prediction with 1.9M reactions from USPTO patents (1976-2016). (1) Given the reactants C[O:2][C:3](=[O:34])[CH2:4][O:5][C:6]1[CH:15]=[CH:14][C:13]([F:16])=[C:12]2[C:7]=1[C:8]([O:30][CH:31]([F:33])[F:32])=[C:9]([CH2:19][C:20]1[CH:25]=[CH:24][CH:23]=[C:22]([S:26]([CH3:29])(=[O:28])=[O:27])[CH:21]=1)[C:10]([CH2:17][CH3:18])=[N:11]2.[OH-].[Na+], predict the reaction product. The product is: [F:33][CH:31]([F:32])[O:30][C:8]1[C:7]2[C:12](=[C:13]([F:16])[CH:14]=[CH:15][C:6]=2[O:5][CH2:4][C:3]([OH:34])=[O:2])[N:11]=[C:10]([CH2:17][CH3:18])[C:9]=1[CH2:19][C:20]1[CH:25]=[CH:24][CH:23]=[C:22]([S:26]([CH3:29])(=[O:28])=[O:27])[CH:21]=1. (2) Given the reactants Cl.Br[C:3]1[CH:4]=[C:5]([CH2:10][NH2:11])[CH:6]=[CH:7][C:8]=1[F:9].[CH3:12][C:13]([O:16][C:17]([N:19]1[CH2:24][CH2:23][N:22]([CH2:25][C:26]2[CH:27]=[C:28](B(O)O)[CH:29]=[CH:30][CH:31]=2)[CH2:21][C@@H:20]1[CH3:35])=[O:18])([CH3:15])[CH3:14].C([O-])([O-])=O.[K+].[K+], predict the reaction product. The product is: [NH2:11][CH2:10][C:5]1[CH:6]=[CH:7][C:8]([F:9])=[C:3]([C:28]2[CH:29]=[CH:30][CH:31]=[C:26]([CH2:25][N:22]3[CH2:23][CH2:24][N:19]([C:17]([O:16][C:13]([CH3:15])([CH3:14])[CH3:12])=[O:18])[C@@H:20]([CH3:35])[CH2:21]3)[CH:27]=2)[CH:4]=1. (3) Given the reactants [OH:1][C:2]1[C:3]([C:12]([O:14][CH3:15])=[O:13])=[CH:4][CH:5]=[C:6]2[C:11]=1[N:10]=[CH:9][CH:8]=[CH:7]2.C(N(CC)CC)C.C1C=CC(N([S:30]([C:33]([F:36])([F:35])[F:34])(=[O:32])=[O:31])[S:30]([C:33]([F:36])([F:35])[F:34])(=[O:32])=[O:31])=CC=1.C([O-])(O)=O.[Na+], predict the reaction product. The product is: [F:34][C:33]([F:36])([F:35])[S:30]([O:1][C:2]1[C:3]([C:12]([O:14][CH3:15])=[O:13])=[CH:4][CH:5]=[C:6]2[C:11]=1[N:10]=[CH:9][CH:8]=[CH:7]2)(=[O:32])=[O:31].